Dataset: Reaction yield outcomes from USPTO patents with 853,638 reactions. Task: Predict the reaction yield, written as a fraction of the theoretical maximum amount of product (1.0 means a 100% yield; for example, 0.34 means a 34% yield). (1) The reactants are [CH:1]1([C@H:4]2[O:9][CH2:8][C@@H:7]([C:10]3[CH:15]=[CH:14][CH:13]=[CH:12][CH:11]=3)[NH:6][CH2:5]2)[CH2:3][CH2:2]1.Cl[C:17]1[N:18]=[CH:19][C:20]2[O:21][CH2:22][C:23](=[O:27])[NH:24][C:25]=2[N:26]=1. No catalyst specified. The product is [CH:1]1([C@@H:4]2[CH2:5][N:6]([C:17]3[N:18]=[CH:19][C:20]4[O:21][CH2:22][C:23](=[O:27])[NH:24][C:25]=4[N:26]=3)[C@H:7]([C:10]3[CH:15]=[CH:14][CH:13]=[CH:12][CH:11]=3)[CH2:8][O:9]2)[CH2:3][CH2:2]1. The yield is 0.140. (2) The reactants are C(=O)([O-])[O-].[K+].[K+].[CH2:7](I)[CH3:8].[NH:10]1[CH:14]=[C:13]([C:15]([O:17][CH2:18][CH3:19])=[O:16])[CH:12]=[N:11]1.O. The catalyst is CN(C)C=O. The product is [CH2:7]([N:10]1[CH:14]=[C:13]([C:15]([O:17][CH2:18][CH3:19])=[O:16])[CH:12]=[N:11]1)[CH3:8]. The yield is 0.889. (3) The reactants are [C:1]([O:5][C:6]([N:8]1[C@@:12]([CH3:16])([C:13](O)=O)[CH2:11][O:10][C:9]1([CH3:18])[CH3:17])=[O:7])([CH3:4])([CH3:3])[CH3:2].CN(C(ON1N=NC2C=CC=NC1=2)=[N+](C)C)C.F[P-](F)(F)(F)(F)F.CCN(C(C)C)C(C)C.Cl.[NH2:53][CH2:54][C:55]([C:57]1[CH:62]=[CH:61][C:60]([O:63][CH2:64][CH2:65][CH2:66][CH2:67][CH2:68][CH2:69][CH2:70][CH3:71])=[C:59]([C:72]([F:75])([F:74])[F:73])[CH:58]=1)=O.COC1C=CC(P2(SP(C3C=CC(OC)=CC=3)(=S)S2)=[S:85])=CC=1. The catalyst is C(Cl)Cl.C1(C)C=CC=CC=1. The product is [CH3:17][C:9]1([CH3:18])[N:8]([C:6]([O:5][C:1]([CH3:4])([CH3:3])[CH3:2])=[O:7])[C@@:12]([CH3:16])([C:13]2[S:85][C:55]([C:57]3[CH:62]=[CH:61][C:60]([O:63][CH2:64][CH2:65][CH2:66][CH2:67][CH2:68][CH2:69][CH2:70][CH3:71])=[C:59]([C:72]([F:75])([F:74])[F:73])[CH:58]=3)=[CH:54][N:53]=2)[CH2:11][O:10]1. The yield is 0.410. (4) The reactants are [N:1]1[C:10]2[C:5](=[CH:6][CH:7]=[CH:8][CH:9]=2)[CH:4]=[CH:3][C:2]=1[CH2:11][O:12][C:13]1[CH:18]=[CH:17][C:16]([CH2:19][C:20]([O:22]CC)=[O:21])=[CH:15][CH:14]=1.[OH-].[K+]. The catalyst is CO.O. The product is [N:1]1[C:10]2[C:5](=[CH:6][CH:7]=[CH:8][CH:9]=2)[CH:4]=[CH:3][C:2]=1[CH2:11][O:12][C:13]1[CH:14]=[CH:15][C:16]([CH2:19][C:20]([OH:22])=[O:21])=[CH:17][CH:18]=1. The yield is 0.920. (5) The reactants are Cl.NCCCCCC(N1C[C@@H](S)[C@H](NS(C2C=CC(OC3C=CC=CC=3)=CC=2)(=O)=O)C1)=O.Cl.[C:34]([N:41]1[CH2:45][C@@H:44]([S:46][C:47]([CH3:50])([CH3:49])[CH3:48])[C@H:43]([NH:51][S:52]([C:55]2[CH:60]=[CH:59][C:58]([O:61][C:62]3[CH:67]=[CH:66][CH:65]=[CH:64][CH:63]=3)=[CH:57][CH:56]=2)(=[O:54])=[O:53])[CH2:42]1)(OC(C)(C)C)=[O:35].C(N(CC)CC)C.C1C=CC2N(O)N=NC=2C=1.O.[C:86]([O:90][C:91]([NH:93][CH2:94][CH2:95][CH2:96][CH2:97][CH2:98]C(O)=O)=[O:92])([CH3:89])([CH3:88])[CH3:87].C1CCC(N=C=NC2CCCCC2)CC1. The catalyst is C(OCC)(=O)C.CCCCCC. The product is [C:86]([O:90][C:91]([NH:93][CH2:94][CH2:95][CH2:96][CH2:97][CH2:98][C:34]([N:41]1[CH2:45][C@@H:44]([S:46][C:47]([CH3:49])([CH3:48])[CH3:50])[C@H:43]([NH:51][S:52]([C:55]2[CH:60]=[CH:59][C:58]([O:61][C:62]3[CH:63]=[CH:64][CH:65]=[CH:66][CH:67]=3)=[CH:57][CH:56]=2)(=[O:53])=[O:54])[CH2:42]1)=[O:35])=[O:92])([CH3:89])([CH3:88])[CH3:87]. The yield is 0.840. (6) The catalyst is COCCOC.[Cu]I.Cl[Pd](Cl)([P](C1C=CC=CC=1)(C1C=CC=CC=1)C1C=CC=CC=1)[P](C1C=CC=CC=1)(C1C=CC=CC=1)C1C=CC=CC=1.C(OCC)(=O)C. The yield is 0.130. The reactants are Br[C:2]1[S:3][CH:4]=[CH:5][N:6]=1.C(N(CC)CC)C.[CH2:14]([O:17][CH3:18])[C:15]#[CH:16].CCCCCC. The product is [S:3]1[CH:4]=[CH:5][N:6]=[C:2]1[C:16]#[C:15][CH2:14][O:17][CH3:18]. (7) The reactants are [C:1]([C:5]1[N:13]=[C:12]2[C:8]([N:9]=[CH:10][N:11]2[CH2:14][C:15]2[C:20]([Cl:21])=[CH:19][CH:18]=[CH:17][N:16]=2)=[C:7](Cl)[N:6]=1)([CH3:4])([CH3:3])[CH3:2].Cl.[F:24][C:25]1([F:32])[C:27]2([CH2:31][CH2:30][NH:29][CH2:28]2)[CH2:26]1. The yield is 0.780. The product is [C:1]([C:5]1[N:13]=[C:12]2[C:8]([N:9]=[CH:10][N:11]2[CH2:14][C:15]2[C:20]([Cl:21])=[CH:19][CH:18]=[CH:17][N:16]=2)=[C:7]([N:29]2[CH2:30][CH2:31][C:27]3([CH2:26][C:25]3([F:32])[F:24])[CH2:28]2)[N:6]=1)([CH3:4])([CH3:3])[CH3:2]. No catalyst specified.